From a dataset of NCI-60 drug combinations with 297,098 pairs across 59 cell lines. Regression. Given two drug SMILES strings and cell line genomic features, predict the synergy score measuring deviation from expected non-interaction effect. Cell line: SF-295. Drug 2: CNC(=O)C1=CC=CC=C1SC2=CC3=C(C=C2)C(=NN3)C=CC4=CC=CC=N4. Synergy scores: CSS=41.1, Synergy_ZIP=-3.36, Synergy_Bliss=-5.05, Synergy_Loewe=-23.4, Synergy_HSA=-2.42. Drug 1: CC1=C2C(C(=O)C3(C(CC4C(C3C(C(C2(C)C)(CC1OC(=O)C(C(C5=CC=CC=C5)NC(=O)OC(C)(C)C)O)O)OC(=O)C6=CC=CC=C6)(CO4)OC(=O)C)OC)C)OC.